From a dataset of Reaction yield outcomes from USPTO patents with 853,638 reactions. Predict the reaction yield, written as a fraction of the theoretical maximum amount of product (1.0 means a 100% yield; for example, 0.34 means a 34% yield). The reactants are CC(OI1(OC(C)=O)(OC(C)=O)OC(=O)C2C=CC=CC1=2)=O.[CH:23]1([CH2:26][O:27][C:28]2[CH:33]=[C:32]([F:34])[CH:31]=[CH:30][C:29]=2[C:35]2[N:39]([CH3:40])[CH:38]=[N:37][C:36]=2[C:41]2[CH:46]=[C:45]([CH2:47][OH:48])[CH:44]=[CH:43][N:42]=2)[CH2:25][CH2:24]1.[OH-].[Na+]. The catalyst is C1COCC1. The product is [CH:23]1([CH2:26][O:27][C:28]2[CH:33]=[C:32]([F:34])[CH:31]=[CH:30][C:29]=2[C:35]2[N:39]([CH3:40])[CH:38]=[N:37][C:36]=2[C:41]2[CH:46]=[C:45]([CH:47]=[O:48])[CH:44]=[CH:43][N:42]=2)[CH2:25][CH2:24]1. The yield is 0.900.